This data is from Forward reaction prediction with 1.9M reactions from USPTO patents (1976-2016). The task is: Predict the product of the given reaction. (1) Given the reactants [Br:1][C:2]1[CH:3]=[C:4]2[C:8](=[CH:9][CH:10]=1)[C:7](=[O:11])[N:6]([C@H:12]([CH:17](C)C)[C:13]([O:15][CH3:16])=[O:14])[CH2:5]2.BrC1C=CC([C:25](OC)=[O:26])=C(CBr)C=1.Cl.NC(COC)C(OC)=O, predict the reaction product. The product is: [Br:1][C:2]1[CH:3]=[C:4]2[C:8](=[CH:9][CH:10]=1)[C:7](=[O:11])[N:6]([C@@H:12]([CH2:17][O:26][CH3:25])[C:13]([O:15][CH3:16])=[O:14])[CH2:5]2. (2) Given the reactants [CH3:1][C:2]1([CH3:22])[C:15]2[C:10]3=[C:11]([C:16]4[CH:17]=[CH:18][CH:19]=[CH:20][C:21]=4[N:9]3[C:8]3[CH:7]=[CH:6][CH:5]=[CH:4][C:3]1=3)[CH:12]=[CH:13][CH:14]=2.C1C(=O)N([Br:30])C(=O)C1.O, predict the reaction product. The product is: [Br:30][C:13]1[CH:14]=[C:15]2[C:10]3=[C:11]([C:16]4[CH:17]=[CH:18][CH:19]=[CH:20][C:21]=4[N:9]3[C:8]3[CH:7]=[CH:6][CH:5]=[CH:4][C:3]=3[C:2]2([CH3:22])[CH3:1])[CH:12]=1.